Dataset: Reaction yield outcomes from USPTO patents with 853,638 reactions. Task: Predict the reaction yield, written as a fraction of the theoretical maximum amount of product (1.0 means a 100% yield; for example, 0.34 means a 34% yield). (1) The yield is 0.582. The product is [Cl:8][C:7]1[C:2]([NH:15][C:14]2[CH:16]=[CH:17][C:11]([Cl:10])=[CH:12][CH:13]=2)=[N:3][CH:4]=[C:5]([Cl:9])[CH:6]=1. The reactants are Cl[C:2]1[C:7]([Cl:8])=[CH:6][C:5]([Cl:9])=[CH:4][N:3]=1.[Cl:10][C:11]1[CH:17]=[CH:16][C:14]([NH2:15])=[CH:13][CH:12]=1.C1(P(C2C=CC=CC=2)C2C=CC=CC=2)C=CC=CC=1.CC(C)([O-])C.[Na+]. The catalyst is CC1C=CC=CC=1C.C(OCC)(=O)C.CC([O-])=O.CC([O-])=O.[Pd+2]. (2) The reactants are [F:1][C:2]1[CH:3]=[CH:4][C:5]([OH:12])=[C:6]([CH:11]=1)[C:7]([O:9][CH3:10])=[O:8].F[C:14]1[CH:19]=[CH:18][CH:17]=[CH:16][C:15]=1[N+:20]([O-:22])=[O:21].C(=O)([O-])[O-].[Cs+].[Cs+].C(OCC)(=O)C. The catalyst is C(#N)C. The product is [F:1][C:2]1[CH:3]=[CH:4][C:5]([O:12][C:14]2[CH:19]=[CH:18][CH:17]=[CH:16][C:15]=2[N+:20]([O-:22])=[O:21])=[C:6]([CH:11]=1)[C:7]([O:9][CH3:10])=[O:8]. The yield is 0.840. (3) No catalyst specified. The product is [Si:5]([O:6][CH2:7][CH2:8][CH2:9][CH2:10][O:11][C:21]1[CH:22]=[CH:23][CH:24]=[C:17]([N+:14]([O-:16])=[O:15])[C:18]=1[C:19]#[N:20])([C:1]([CH3:4])([CH3:3])[CH3:2])([CH3:13])[CH3:12]. The yield is 0.250. The reactants are [C:1]([Si:5]([CH3:13])([CH3:12])[O:6][CH2:7][CH2:8][CH2:9][CH2:10][OH:11])([CH3:4])([CH3:3])[CH3:2].[N+:14]([C:17]1[CH:24]=[CH:23][CH:22]=[C:21]([N+]([O-])=O)[C:18]=1[C:19]#[N:20])([O-:16])=[O:15]. (4) The reactants are [H-].[Na+].[Cl:3][C:4]1[CH:9]=[CH:8][C:7]([CH2:10][C:11]#[N:12])=[CH:6][CH:5]=1.Br[CH2:14][CH2:15][CH2:16][CH2:17]Br. The catalyst is CS(C)=O.CS(C)=O.CCOCC. The product is [Cl:3][C:4]1[CH:9]=[CH:8][C:7]([C:10]2([C:11]#[N:12])[CH2:17][CH2:16][CH2:15][CH2:14]2)=[CH:6][CH:5]=1. The yield is 1.00. (5) The reactants are [F:1][C:2]1[CH:14]=[CH:13][CH:12]=[C:11](I)[C:3]=1[C:4]([O:6][C:7]([CH3:10])([CH3:9])[CH3:8])=[O:5].[CH3:16][C:17]1([CH3:24])[C:21]([CH3:23])([CH3:22])[O:20][BH:19][O:18]1. The catalyst is O1CCOCC1.CCOC(C)=O.Cl[Pd](Cl)([P](C1C=CC=CC=1)(C1C=CC=CC=1)C1C=CC=CC=1)[P](C1C=CC=CC=1)(C1C=CC=CC=1)C1C=CC=CC=1. The product is [F:1][C:2]1[CH:14]=[CH:13][CH:12]=[C:11]([B:19]2[O:20][C:21]([CH3:23])([CH3:22])[C:17]([CH3:24])([CH3:16])[O:18]2)[C:3]=1[C:4]([O:6][C:7]([CH3:10])([CH3:9])[CH3:8])=[O:5]. The yield is 0.450. (6) The reactants are [CH3:1][O:2][C:3]1[CH:8]=[C:7]([N+:9]([O-])=O)[CH:6]=[CH:5][C:4]=1[CH3:12].[F:13][C:14]([F:25])([F:24])[C:15]1[N:20]=[CH:19][C:18]([CH2:21][C:22]#N)=[CH:17][CH:16]=1. No catalyst specified. The product is [CH3:1][O:2][C:3]1[CH:8]=[C:7]([NH:9][CH2:22][CH2:21][C:18]2[CH:19]=[N:20][C:15]([C:14]([F:25])([F:13])[F:24])=[CH:16][CH:17]=2)[CH:6]=[CH:5][C:4]=1[CH3:12]. The yield is 0.310.